From a dataset of Peptide-MHC class II binding affinity with 134,281 pairs from IEDB. Regression. Given a peptide amino acid sequence and an MHC pseudo amino acid sequence, predict their binding affinity value. This is MHC class II binding data. (1) The MHC is HLA-DQA10201-DQB10202 with pseudo-sequence HLA-DQA10201-DQB10202. The binding affinity (normalized) is 0.180. The peptide sequence is SKGDSARVTVKDVTF. (2) The peptide sequence is PETMETLLLLGLMIL. The MHC is DRB1_1501 with pseudo-sequence DRB1_1501. The binding affinity (normalized) is 0.507. (3) The peptide sequence is DCIMTSYQYLIIQNT. The MHC is DRB1_0101 with pseudo-sequence DRB1_0101. The binding affinity (normalized) is 0.829. (4) The peptide sequence is DDVLAILPIEDLKAL. The MHC is DRB1_0401 with pseudo-sequence DRB1_0401. The binding affinity (normalized) is 0.492. (5) The MHC is DRB1_0701 with pseudo-sequence DRB1_0701. The peptide sequence is GITDRDFIEGVHGGT. The binding affinity (normalized) is 0.0632.